Dataset: Full USPTO retrosynthesis dataset with 1.9M reactions from patents (1976-2016). Task: Predict the reactants needed to synthesize the given product. (1) Given the product [CH2:1]([O:8][C:9]1[CH:18]=[CH:17][C:16]([C@@H:19]([O:22][Si:23]([C:26]([CH3:27])([CH3:28])[CH3:29])([CH3:24])[CH3:25])[CH2:20][Br:21])=[CH:15][C:10]=1[CH2:11][OH:12])[C:2]1[CH:3]=[CH:4][CH:5]=[CH:6][CH:7]=1, predict the reactants needed to synthesize it. The reactants are: [CH2:1]([O:8][C:9]1[CH:18]=[CH:17][C:16]([C@@H:19]([O:22][Si:23]([C:26]([CH3:29])([CH3:28])[CH3:27])([CH3:25])[CH3:24])[CH2:20][Br:21])=[CH:15][C:10]=1[C:11](OC)=[O:12])[C:2]1[CH:7]=[CH:6][CH:5]=[CH:4][CH:3]=1. (2) Given the product [CH2:1]([C:7]1[CH:8]=[C:9]2[C:14](=[C:15]([O:17][CH:18]3[CH2:23][CH2:22][N:21]([CH2:24][CH:26]4[CH2:31][CH2:30][CH:29]([C:32]([OH:34])=[O:33])[CH2:28][CH2:27]4)[CH2:20][CH2:19]3)[CH:16]=1)[N:13]=[CH:12][CH:11]=[CH:10]2)[CH2:2][CH2:3][CH2:4][CH2:5][CH3:6], predict the reactants needed to synthesize it. The reactants are: [CH2:1]([C:7]1[CH:8]=[C:9]2[C:14](=[C:15]([O:17][CH:18]3[CH2:23][CH2:22][NH:21][CH2:20][CH2:19]3)[CH:16]=1)[N:13]=[CH:12][CH:11]=[CH:10]2)[CH2:2][CH2:3][CH2:4][CH2:5][CH3:6].[CH:24]([CH:26]1[CH2:31][CH2:30][CH:29]([C:32]([OH:34])=[O:33])[CH2:28][CH2:27]1)=O.C(O[BH-](OC(=O)C)OC(=O)C)(=O)C.[Na+].P([O-])([O-])([O-])=O. (3) Given the product [ClH:38].[CH3:27][O:28][C:29]1[CH:33]=[CH:32][S:31][C:30]=1[CH2:34][NH:19][CH2:18][CH2:17][C@:7]1([C:2]2[CH:3]=[CH:4][CH:5]=[CH:6][N:1]=2)[CH2:16][C:11]2([CH2:15][CH2:14][CH2:13][CH2:12]2)[O:10][CH2:9][CH2:8]1, predict the reactants needed to synthesize it. The reactants are: [N:1]1[CH:6]=[CH:5][CH:4]=[CH:3][C:2]=1[C@@:7]1([CH2:17][CH2:18][NH2:19])[CH2:16][C:11]2([CH2:15][CH2:14][CH2:13][CH2:12]2)[O:10][CH2:9][CH2:8]1.S([O-])([O-])(=O)=O.[Na+].[Na+].[CH3:27][O:28][C:29]1[CH:33]=[CH:32][S:31][C:30]=1[CH:34]=O.[BH4-].[Na+].[ClH:38]. (4) The reactants are: [N-]=C=S.N1CCC(N2C3C=CC=CC=3N(CCC[N:22]3[C:26](=[O:27])[C:25]4=[CH:28][CH:29]=[CH:30][CH:31]=[C:24]4[C:23]3=[O:32])C2=O)CC1. Given the product [C:26]1(=[O:27])[NH:22][C:23](=[O:32])[C:24]2=[CH:31][CH:30]=[CH:29][CH:28]=[C:25]12, predict the reactants needed to synthesize it. (5) Given the product [CH2:14]([O:13][C:11]([N:8]1[CH2:9][CH2:10][CH:5]([CH:3]=[O:2])[CH2:6][CH2:7]1)=[O:12])[C:15]1[CH:20]=[CH:19][CH:18]=[CH:17][CH:16]=1, predict the reactants needed to synthesize it. The reactants are: C[O:2][C:3]([CH:5]1[CH2:10][CH2:9][N:8]([C:11]([O:13][CH2:14][C:15]2[CH:20]=[CH:19][CH:18]=[CH:17][CH:16]=2)=[O:12])[CH2:7][CH2:6]1)=O.CC(C[AlH]CC(C)C)C.